This data is from Reaction yield outcomes from USPTO patents with 853,638 reactions. The task is: Predict the reaction yield, written as a fraction of the theoretical maximum amount of product (1.0 means a 100% yield; for example, 0.34 means a 34% yield). (1) The reactants are Cl[C:2]1[N:3]=[CH:4][C:5]2[N:11]([CH3:12])[C:10](=[O:13])[CH2:9][CH2:8][N:7]([CH:14]3[CH2:18][CH2:17][CH2:16][CH2:15]3)[C:6]=2[N:19]=1.[NH2:20][C:21]1[CH:45]=[CH:44][C:24]([C:25]([NH:27][C@H:28]2[CH2:33][CH2:32][C@H:31]([N:34]3[CH2:39][CH2:38][N:37]([CH2:40][CH:41]4[CH2:43][CH2:42]4)[CH2:36][CH2:35]3)[CH2:30][CH2:29]2)=[O:26])=[CH:23][C:22]=1[O:46][CH3:47].C(O)(C(F)(F)F)=O. No catalyst specified. The product is [CH:14]1([N:7]2[CH2:8][CH2:9][C:10](=[O:13])[N:11]([CH3:12])[C:5]3[CH:4]=[N:3][C:2]([NH:20][C:21]4[CH:45]=[CH:44][C:24]([C:25]([NH:27][C@H:28]5[CH2:29][CH2:30][C@H:31]([N:34]6[CH2:39][CH2:38][N:37]([CH2:40][CH:41]7[CH2:43][CH2:42]7)[CH2:36][CH2:35]6)[CH2:32][CH2:33]5)=[O:26])=[CH:23][C:22]=4[O:46][CH3:47])=[N:19][C:6]2=3)[CH2:18][CH2:17][CH2:16][CH2:15]1. The yield is 0.260. (2) The reactants are [CH3:1][N:2]1[C:10]2[CH2:9][CH2:8][CH:7]=[C:6]([C:11]([O:13][CH3:14])=[O:12])[C:5]=2[CH:4]=[N:3]1.[BH4-].[Na+]. The catalyst is CO.O.O.O.O.O.O.[Ni](Cl)Cl. The product is [CH3:1][N:2]1[C:10]2[CH2:9][CH2:8][CH2:7][CH:6]([C:11]([O:13][CH3:14])=[O:12])[C:5]=2[CH:4]=[N:3]1. The yield is 0.940.